Dataset: Reaction yield outcomes from USPTO patents with 853,638 reactions. Task: Predict the reaction yield, written as a fraction of the theoretical maximum amount of product (1.0 means a 100% yield; for example, 0.34 means a 34% yield). (1) The yield is 0.610. The reactants are [O:1]1CCO[CH:2]1[C:6]1[CH:7]=[C:8]([C:21]2[N:29]=[C:28]([CH3:30])[N:27]=[C:26]3[C:22]=2[N:23]=[CH:24][N:25]3[CH:31]2[CH2:36][CH2:35][CH2:34][CH2:33][O:32]2)[C:9]([NH:12][C:13]2[CH:14]=[N:15][C:16]([O:19][CH3:20])=[CH:17][CH:18]=2)=[N:10][CH:11]=1.Cl. The product is [CH3:20][O:19][C:16]1[N:15]=[CH:14][C:13]([NH:12][C:9]2[C:8]([C:21]3[N:29]=[C:28]([CH3:30])[N:27]=[C:26]4[C:22]=3[N:23]=[CH:24][N:25]4[CH:31]3[CH2:36][CH2:35][CH2:34][CH2:33][O:32]3)=[CH:7][C:6]([CH:2]=[O:1])=[CH:11][N:10]=2)=[CH:18][CH:17]=1. The catalyst is O1CCCC1. (2) The reactants are [Li+].[OH-].C[O:4][C:5](=[O:25])[C:6]1[CH:11]=[CH:10][C:9]([N:12]2[CH2:16][CH2:15][N:14]([C:17]3[CH:18]=[N:19][CH:20]=[CH:21][C:22]=3[CH3:23])[C:13]2=[O:24])=[CH:8][CH:7]=1.O.CO. The catalyst is C1COCC1.C(Cl)Cl. The product is [CH3:23][C:22]1[CH:21]=[CH:20][N:19]=[CH:18][C:17]=1[N:14]1[CH2:15][CH2:16][N:12]([C:9]2[CH:10]=[CH:11][C:6]([C:5]([OH:25])=[O:4])=[CH:7][CH:8]=2)[C:13]1=[O:24]. The yield is 0.950. (3) The reactants are [Cl:1][C:2]1[CH:7]=[C:6]([N:8]=[C:9]=[S:10])[CH:5]=[C:4]([F:11])[C:3]=1[C:12]1[CH:17]=[CH:16][C:15]([S:18]([CH3:21])(=[O:20])=[O:19])=[CH:14][CH:13]=1.[N:22]#[C:23][NH2:24].[Na].[CH3:26]I. The catalyst is CO. The product is [Cl:1][C:2]1[CH:7]=[C:6]([NH:8][CH:9]([S:10][CH3:26])[NH:22][C:23]#[N:24])[CH:5]=[C:4]([F:11])[C:3]=1[C:12]1[CH:13]=[CH:14][C:15]([S:18]([CH3:21])(=[O:19])=[O:20])=[CH:16][CH:17]=1. The yield is 0.570. (4) The reactants are [Cl:1][C:2]1[CH:7]=[CH:6][C:5]([OH:8])=[CH:4][C:3]=1[NH:9][C:10]1[C:15]([C:16]#[N:17])=[CH:14][N:13]=[CH:12][C:11]=1I.CC1(C)C(C)(C)OB([C:27]2[S:31][C:30]3[CH:32]=[CH:33][C:34]([CH:36]=[O:37])=[CH:35][C:29]=3[CH:28]=2)O1. The catalyst is COCCOC.C([O-])(O)=O.[Na+].C1C=CC([P]([Pd]([P](C2C=CC=CC=2)(C2C=CC=CC=2)C2C=CC=CC=2)([P](C2C=CC=CC=2)(C2C=CC=CC=2)C2C=CC=CC=2)[P](C2C=CC=CC=2)(C2C=CC=CC=2)C2C=CC=CC=2)(C2C=CC=CC=2)C2C=CC=CC=2)=CC=1. The product is [Cl:1][C:2]1[CH:7]=[CH:6][C:5]([OH:8])=[CH:4][C:3]=1[NH:9][C:10]1[C:15]([C:16]#[N:17])=[CH:14][N:13]=[CH:12][C:11]=1[C:27]1[S:31][C:30]2[CH:32]=[CH:33][C:34]([CH:36]=[O:37])=[CH:35][C:29]=2[CH:28]=1. The yield is 0.300. (5) The reactants are [O:1]1[CH:5]=[CH:4][C:3]([C:6]2[CH:11]=[CH:10][CH:9]=[C:8]([CH3:12])[C:7]=2[OH:13])=[CH:2]1.Br[CH2:15][C:16]([O:18][CH3:19])=[O:17].C(=O)([O-])[O-].[Cs+].[Cs+]. The catalyst is C(#N)C. The product is [O:1]1[CH:5]=[CH:4][C:3]([C:6]2[CH:11]=[CH:10][CH:9]=[C:8]([CH3:12])[C:7]=2[O:13][CH2:15][C:16]([O:18][CH3:19])=[O:17])=[CH:2]1. The yield is 1.00. (6) The catalyst is CN(C=O)C. The reactants are [F:1][C:2]1[CH:3]=[C:4]2[C:9](=[CH:10][CH:11]=1)[NH:8][C:7](=[O:12])[CH2:6][CH2:5]2.[H-].[Na+].Br[CH2:16][CH2:17][CH2:18][Cl:19]. The product is [Cl:19][CH2:18][CH2:17][CH2:16][N:8]1[C:9]2[C:4](=[CH:3][C:2]([F:1])=[CH:11][CH:10]=2)[CH2:5][CH2:6][C:7]1=[O:12]. The yield is 0.730. (7) The reactants are [NH2:1][C:2]1[CH:3]=[C:4]([CH:19]=[CH:20][CH:21]=1)[O:5][C:6]1[CH:7]=[CH:8][C:9]2[N:10]([CH:12]=[C:13]([C:15]([NH:17][CH3:18])=[O:16])[N:14]=2)[N:11]=1.[CH3:22][N:23]1[C:27]([C:28](Cl)=[O:29])=[CH:26][C:25]([CH3:31])=[N:24]1.O. The catalyst is CN(C)C(=O)C. The product is [CH3:22][N:23]1[C:27]([C:28]([NH:1][C:2]2[CH:3]=[C:4]([CH:19]=[CH:20][CH:21]=2)[O:5][C:6]2[CH:7]=[CH:8][C:9]3[N:10]([CH:12]=[C:13]([C:15]([NH:17][CH3:18])=[O:16])[N:14]=3)[N:11]=2)=[O:29])=[CH:26][C:25]([CH3:31])=[N:24]1. The yield is 0.730. (8) The reactants are Br[C:2]1[N:6]2[C:7]3[C:12]([N:13]=[C:14]([NH2:15])[C:5]2=[C:4]([C:18](F)(F)F)[N:3]=1)=[CH:11][CH:10]=[C:9]([O:16][CH3:17])[N:8]=3.[CH3:22][C:23]1[CH:28]=[CH:27][CH:26]=[CH:25][C:24]=1B(O)O. No catalyst specified. The product is [CH3:17][O:16][C:9]1[CH:10]=[CH:11][C:12]2[N:13]=[C:14]([NH2:15])[C:5]3[N:6]([C:2]([C:24]4[CH:25]=[CH:26][CH:27]=[CH:28][C:23]=4[CH3:22])=[N:3][C:4]=3[CH3:18])[C:7]=2[N:8]=1. The yield is 0.590.